Dataset: Full USPTO retrosynthesis dataset with 1.9M reactions from patents (1976-2016). Task: Predict the reactants needed to synthesize the given product. (1) Given the product [Cl:1][C:2]1[CH:3]=[C:4]([O:17][CH3:18])[C:5]([CH:10]2[N:15]([CH2:20][C:21]3[CH:26]=[CH:25][C:24]([O:27][C:28]([F:29])([F:30])[F:31])=[CH:23][CH:22]=3)[C:14](=[O:16])[CH2:13][CH2:12][CH2:11]2)=[C:6]([O:8][CH3:9])[CH:7]=1, predict the reactants needed to synthesize it. The reactants are: [Cl:1][C:2]1[CH:7]=[C:6]([O:8][CH3:9])[C:5]([CH:10]2[NH:15][C:14](=[O:16])[CH2:13][CH2:12][CH2:11]2)=[C:4]([O:17][CH3:18])[CH:3]=1.Br[CH2:20][C:21]1[CH:26]=[CH:25][C:24]([O:27][C:28]([F:31])([F:30])[F:29])=[CH:23][CH:22]=1. (2) Given the product [C:1]([O:5][CH2:6][CH2:7][N:8]1[CH2:12][CH2:11][CH2:10][C@@H:9]1[CH2:13][O:14][C:15]1[CH:20]=[C:19]2[C:18]([C:26]([NH:30][C:31]3[CH:35]=[C:34]([CH2:36][C:37]([OH:39])=[O:38])[NH:33][N:32]=3)=[N:27][CH:22]=[N:21]2)=[CH:17][C:16]=1[O:28][CH3:29])([CH3:2])([CH3:4])[CH3:3], predict the reactants needed to synthesize it. The reactants are: [C:1]([O:5][CH2:6][CH2:7][N:8]1[CH2:12][CH2:11][CH2:10][C@@H:9]1[CH2:13][O:14][C:15]1[C:16]([O:28][CH3:29])=[CH:17][C:18]([C:26]#[N:27])=[C:19]([N:21]=[CH:22]N(C)C)[CH:20]=1)([CH3:4])([CH3:3])[CH3:2].[NH2:30][C:31]1[CH:35]=[C:34]([CH2:36][C:37]([OH:39])=[O:38])[NH:33][N:32]=1. (3) Given the product [CH3:1][O:3][C:4]([C:6]1[N:7]=[C:8]([NH:11][C:12](=[O:32])[CH:13]([C:20]2[CH:21]=[CH:22][C:23]([C:26]3[CH:27]=[CH:28][CH:29]=[CH:30][CH:31]=3)=[CH:24][CH:25]=2)[CH2:14][CH:15]2[CH2:19][CH2:18][CH2:17][CH2:16]2)[S:9][CH:10]=1)=[O:5], predict the reactants needed to synthesize it. The reactants are: [CH2:1]([O:3][C:4]([C:6]1[N:7]=[C:8]([NH:11][C:12](=[O:32])[CH:13]([C:20]2[CH:25]=[CH:24][C:23]([C:26]3[CH:31]=[CH:30][CH:29]=[CH:28][CH:27]=3)=[CH:22][CH:21]=2)[CH2:14][CH:15]2[CH2:19][CH2:18][CH2:17][CH2:16]2)[S:9][CH:10]=1)=[O:5])C. (4) Given the product [CH2:36]([N:24]1[C:23]2[N:38]=[CH:39][C:20]([CH2:3][CH:2]=[CH2:1])=[CH:21][C:22]=2[C:28](=[O:29])[NH:27][C:26]2[C:30]([CH3:35])=[CH:31][C:32]([F:34])=[N:33][C:25]1=2)[CH3:37], predict the reactants needed to synthesize it. The reactants are: [CH2:1]([Sn](CCCC)(CCCC)CCCC)[CH:2]=[CH2:3].N#N.Br[C:20]1[CH:39]=[N:38][C:23]2[N:24]([CH2:36][CH3:37])[C:25]3[N:33]=[C:32]([F:34])[CH:31]=[C:30]([CH3:35])[C:26]=3[NH:27][C:28](=[O:29])[C:22]=2[CH:21]=1.O. (5) Given the product [F:27][CH2:28][S:29][C:30]1[N:31]=[CH:32][N:33]2[CH:37]=[C:36]([C:8]3[C@H:9]([CH3:10])[C@@H:5]4[C@@H:4]([C@H:2]([OH:1])[CH3:3])[C:25](=[O:26])[N:6]4[C:7]=3[C:12]([O:14][CH2:15][C:16]3[CH:21]=[CH:20][C:19]([N+:22]([O-:24])=[O:23])=[CH:18][CH:17]=3)=[O:13])[S:35][C:34]=12, predict the reactants needed to synthesize it. The reactants are: [OH:1][C@@H:2]([C@H:4]1[C:25](=[O:26])[N:6]2[C@@H:7]([C:12]([O:14][CH2:15][C:16]3[CH:21]=[CH:20][C:19]([N+:22]([O-:24])=[O:23])=[CH:18][CH:17]=3)=[O:13])[C:8](=O)[C@H:9]([CH3:10])[C@H:5]12)[CH3:3].[F:27][CH2:28][S:29][C:30]1[N:31]=[CH:32][N:33]2[CH:37]=[C:36]([Sn](CCCC)(CCCC)CCCC)[S:35][C:34]=12. (6) Given the product [OH:8][C:9]1[CH:10]=[C:11]([CH:32]=[CH:33][C:34]=1[OH:35])[C:12]1[O:13][C:14]2[C:19]([C:20](=[O:22])[CH:21]=1)=[CH:18][CH:17]=[C:16]([O:23][CH2:24][CH:25]([OH:31])[CH2:26][NH:27][CH:28]([CH3:29])[CH3:30])[CH:15]=2, predict the reactants needed to synthesize it. The reactants are: C([O:8][C:9]1[CH:10]=[C:11]([CH:32]=[CH:33][C:34]=1[O:35]CC1C=CC=CC=1)[C:12]1[O:13][C:14]2[C:19]([C:20](=[O:22])[CH:21]=1)=[CH:18][CH:17]=[C:16]([O:23][CH2:24][CH:25]([OH:31])[CH2:26][NH:27][CH:28]([CH3:30])[CH3:29])[CH:15]=2)C1C=CC=CC=1. (7) Given the product [CH3:27][N:26]1[CH:21]2[CH2:22][CH2:23][CH:24]1[CH2:25][CH:19]([N:9]1[C:8]3[CH:7]=[CH:6][C:5]([C:3]4[NH:4][C:28](=[O:29])[O:1][N:2]=4)=[CH:18][C:17]=3[O:16][C:15]3[C:10]1=[CH:11][CH:12]=[CH:13][CH:14]=3)[CH2:20]2, predict the reactants needed to synthesize it. The reactants are: [OH:1][NH:2][C:3]([C:5]1[CH:6]=[CH:7][C:8]2[N:9]([CH:19]3[CH2:25][CH:24]4[N:26]([CH3:27])[CH:21]([CH2:22][CH2:23]4)[CH2:20]3)[C:10]3[C:15]([O:16][C:17]=2[CH:18]=1)=[CH:14][CH:13]=[CH:12][CH:11]=3)=[NH:4].[C:28](N1C=CN=C1)(N1C=CN=C1)=[O:29]. (8) The reactants are: [NH2:1][C:2]1[CH:23]=[CH:22][C:5]([O:6][C:7]2[CH:8]=[CH:9][C:10]3[N:11]([CH:13]=[C:14]([NH:16][C:17]([CH:19]4[CH2:21][CH2:20]4)=[O:18])[N:15]=3)[CH:12]=2)=[C:4]([F:24])[CH:3]=1.[CH3:25][C:26]1[CH:31]=[CH:30][CH:29]=[CH:28][C:27]=1[N:32]1[CH:37]=[CH:36][CH:35]=[C:34]([C:38](O)=[O:39])[C:33]1=[O:41].C(N(CC)C(C)C)(C)C.CN(C(ON1N=NC2C=CC=NC1=2)=[N+](C)C)C.F[P-](F)(F)(F)(F)F. Given the product [CH:19]1([C:17]([NH:16][C:14]2[N:15]=[C:10]3[CH:9]=[CH:8][C:7]([O:6][C:5]4[CH:22]=[CH:23][C:2]([NH:1][C:38]([C:34]5[C:33](=[O:41])[N:32]([C:27]6[CH:28]=[CH:29][CH:30]=[CH:31][C:26]=6[CH3:25])[CH:37]=[CH:36][CH:35]=5)=[O:39])=[CH:3][C:4]=4[F:24])=[CH:12][N:11]3[CH:13]=2)=[O:18])[CH2:21][CH2:20]1, predict the reactants needed to synthesize it.